Dataset: Catalyst prediction with 721,799 reactions and 888 catalyst types from USPTO. Task: Predict which catalyst facilitates the given reaction. (1) Reactant: [C:1](Cl)(=[O:6])[CH2:2][CH:3]([CH3:5])[CH3:4].[NH2:8][C:9]1[C:17]2[C:12](=[N:13][CH:14]=[CH:15][CH:16]=2)[S:11][C:10]=1[C:18]([O:20][CH2:21][CH3:22])=[O:19].O. Product: [CH3:4][CH:3]([CH3:5])[CH2:2][C:1]([NH:8][C:9]1[C:17]2[C:12](=[N:13][CH:14]=[CH:15][CH:16]=2)[S:11][C:10]=1[C:18]([O:20][CH2:21][CH3:22])=[O:19])=[O:6]. The catalyst class is: 3. (2) Product: [CH3:1][NH:2][C@@H:3]([C:14]([NH:33][C@H:32]([C:31]([N:30]([C@@H:26]([CH:27]([CH3:28])[CH3:29])/[CH:25]=[C:19](\[CH3:18])/[C:20]([O:22][CH2:23][CH3:24])=[O:21])[CH3:39])=[O:38])[C:34]([CH3:36])([CH3:37])[CH3:35])=[O:16])[C:4]([CH3:12])([CH3:13])[C:5]1[CH:6]=[CH:7][C:8]([CH3:11])=[CH:9][CH:10]=1. The catalyst class is: 9. Reactant: [CH3:1][NH:2][C@H:3]([C:14]([OH:16])=O)[C:4]([CH3:13])([CH3:12])[C:5]1[CH:10]=[CH:9][C:8]([CH3:11])=[CH:7][CH:6]=1.Cl.[CH3:18]/[C:19](=[CH:25]\[C@@H:26]([N:30]([CH3:39])[C:31](=[O:38])[C@H:32]([C:34]([CH3:37])([CH3:36])[CH3:35])[NH2:33])[CH:27]([CH3:29])[CH3:28])/[C:20]([O:22][CH2:23][CH3:24])=[O:21].F[P-](F)(F)(F)(F)F.N1(O[P+](N2CCCC2)(N2CCCC2)N2CCCC2)C2C=CC=CC=2N=N1.C(N(C(C)C)CC)(C)C. (3) Reactant: [OH-].[K+].C(OC([N:8]1[CH2:13][CH2:12][CH:11]([O:14][C:15]2[CH:20]=[CH:19][C:18]([O:21][C:22]([F:25])([F:24])[F:23])=[CH:17][CH:16]=2)[CH2:10][CH2:9]1)=O)C.C(=O)=O. Product: [F:25][C:22]([F:23])([F:24])[O:21][C:18]1[CH:19]=[CH:20][C:15]([O:14][CH:11]2[CH2:10][CH2:9][NH:8][CH2:13][CH2:12]2)=[CH:16][CH:17]=1. The catalyst class is: 619. (4) Reactant: [O:1]=[C:2]1[N:6]([C:7]2[CH:8]=[CH:9][C:10]3[C:16](=[O:17])[CH2:15][CH2:14][CH2:13][CH2:12][C:11]=3[CH:18]=2)[CH2:5][C@H:4]([CH2:19][NH:20][C:21](=[O:23])[CH3:22])[O:3]1.[Li+].C[Si]([N-][Si](C)(C)C)(C)C.[C:34]1([C:40]2[O:44][C:43]([C:45](Cl)=[O:46])=[N:42][N:41]=2)[CH:39]=[CH:38][CH:37]=[CH:36][CH:35]=1. Product: [O:1]=[C:2]1[N:6]([C:7]2[CH:8]=[CH:9][C:10]3[C:16](=[O:17])[CH:15]([C:45]([C:43]4[O:44][C:40]([C:34]5[CH:35]=[CH:36][CH:37]=[CH:38][CH:39]=5)=[N:41][N:42]=4)=[O:46])[CH2:14][CH2:13][CH2:12][C:11]=3[CH:18]=2)[CH2:5][C@H:4]([CH2:19][NH:20][C:21](=[O:23])[CH3:22])[O:3]1. The catalyst class is: 1. (5) Reactant: [CH3:1][O:2][C:3](=[O:33])[C@@H:4]([NH:7][C:8](=[O:32])[C:9]1[CH:14]=[CH:13][C:12]([C:15]#[C:16]/[CH:17]=[CH:18]/[C:19]2[CH:24]=[CH:23][C:22]([CH2:25][N:26]3[CH2:31][CH2:30][O:29][CH2:28][CH2:27]3)=[CH:21][CH:20]=2)=[CH:11][CH:10]=1)[CH2:5][NH2:6].Cl.[CH3:35][N:36]([CH2:38][C:39](Cl)=[O:40])[CH3:37].CCN(C(C)C)C(C)C. Product: [CH3:1][O:2][C:3](=[O:33])[C@@H:4]([NH:7][C:8](=[O:32])[C:9]1[CH:10]=[CH:11][C:12]([C:15]#[C:16]/[CH:17]=[CH:18]/[C:19]2[CH:24]=[CH:23][C:22]([CH2:25][N:26]3[CH2:27][CH2:28][O:29][CH2:30][CH2:31]3)=[CH:21][CH:20]=2)=[CH:13][CH:14]=1)[CH2:5][NH:6][C:39](=[O:40])[CH2:38][N:36]([CH3:37])[CH3:35]. The catalyst class is: 479.